This data is from Full USPTO retrosynthesis dataset with 1.9M reactions from patents (1976-2016). The task is: Predict the reactants needed to synthesize the given product. (1) Given the product [O:45]1[CH2:46][CH2:47][O:48][CH2:49][CH:44]1[C:43]1[C:37]2[S:36][C:35]([NH:34][C:32](=[O:33])[C:31]3[CH:52]=[CH:53][N:54]=[C:29]([O:1][CH2:2][CH2:3][N:4]4[CH2:9][CH2:8][O:7][CH2:6][CH2:5]4)[CH:30]=3)=[N:39][C:38]=2[C:40]([O:50][CH3:51])=[CH:41][CH:42]=1, predict the reactants needed to synthesize it. The reactants are: [OH:1][CH2:2][CH2:3][N:4]1[CH2:9][CH2:8][O:7][CH2:6][CH2:5]1.C(C1C(O)=C(C(C)(C)C)C=C(C)C=1)(C)(C)C.[H-].[Na+].Br[C:29]1[CH:30]=[C:31]([CH:52]=[CH:53][N:54]=1)[C:32]([NH:34][C:35]1[S:36][C:37]2[C:43]([CH:44]3[CH2:49][O:48][CH2:47][CH2:46][O:45]3)=[CH:42][CH:41]=[C:40]([O:50][CH3:51])[C:38]=2[N:39]=1)=[O:33]. (2) Given the product [CH2:1]([N:8]1[CH2:9][CH2:10][CH:11]([O:14][C:15]2[CH:16]=[CH:17][C:18]([C:19]([NH2:20])=[O:24])=[CH:21][CH:22]=2)[CH2:12][CH2:13]1)[C:2]1[CH:3]=[CH:4][CH:5]=[CH:6][CH:7]=1, predict the reactants needed to synthesize it. The reactants are: [CH2:1]([N:8]1[CH2:13][CH2:12][CH:11]([O:14][C:15]2[CH:22]=[CH:21][C:18]([C:19]#[N:20])=[CH:17][CH:16]=2)[CH2:10][CH2:9]1)[C:2]1[CH:7]=[CH:6][CH:5]=[CH:4][CH:3]=1.C(=O)([O-])[O-:24].[K+].[K+].OO. (3) Given the product [CH2:27]([O:26][C:24]([N:3]1[CH:4]([C:6]([OH:8])=[O:7])[CH2:5][S:1][C@@H:2]1[C:9]1[S:13][CH:12]=[N:11][CH:10]=1)=[O:25])[C:28]1[CH:33]=[CH:32][CH:31]=[CH:30][CH:29]=1, predict the reactants needed to synthesize it. The reactants are: [S:1]1[CH2:5][CH:4]([C:6]([OH:8])=[O:7])[NH:3][C@H:2]1[C:9]1[S:13][CH:12]=[N:11][CH:10]=1.CCN(C(C)C)C(C)C.Cl[C:24]([O:26][CH2:27][C:28]1[CH:33]=[CH:32][CH:31]=[CH:30][CH:29]=1)=[O:25]. (4) Given the product [CH3:33][S:34]([OH:37])(=[O:36])=[O:35].[CH2:1]([N:8]1[CH2:9][CH2:10][CH:11]([N:14]([CH3:32])[C:15]([N:17]2[CH:21]=[C:20]([C:22]3[CH:27]=[CH:26][CH:25]=[C:24]([NH:28][C:29]([NH2:31])=[O:30])[CH:23]=3)[N:19]=[CH:18]2)=[O:16])[CH2:12][CH2:13]1)[C:2]1[CH:7]=[CH:6][CH:5]=[CH:4][CH:3]=1, predict the reactants needed to synthesize it. The reactants are: [CH2:1]([N:8]1[CH2:13][CH2:12][CH:11]([N:14]([CH3:32])[C:15]([N:17]2[CH:21]=[C:20]([C:22]3[CH:27]=[CH:26][CH:25]=[C:24]([NH:28][C:29]([NH2:31])=[O:30])[CH:23]=3)[N:19]=[CH:18]2)=[O:16])[CH2:10][CH2:9]1)[C:2]1[CH:7]=[CH:6][CH:5]=[CH:4][CH:3]=1.[CH3:33][S:34]([OH:37])(=[O:36])=[O:35]. (5) Given the product [CH3:31][N:29]1[CH:30]=[C:26]([C:23]2[CH:24]=[CH:25][C:20]([C:13]3[C:12]4[C:17](=[CH:18][CH:19]=[C:10]([NH:5][S:2]([CH3:1])(=[O:4])=[O:3])[CH:11]=4)[CH:16]=[N:15][CH:14]=3)=[CH:21][CH:22]=2)[CH:27]=[N:28]1, predict the reactants needed to synthesize it. The reactants are: [CH3:1][S:2]([N:5]([C:10]1[CH:11]=[C:12]2[C:17](=[CH:18][CH:19]=1)[CH:16]=[N:15][CH:14]=[C:13]2[C:20]1[CH:25]=[CH:24][C:23]([C:26]2[CH:27]=[N:28][N:29]([CH3:31])[CH:30]=2)=[CH:22][CH:21]=1)S(C)(=O)=O)(=[O:4])=[O:3].[OH-].[Na+].O1CCCC1. (6) Given the product [NH2:1][C:2]([C:4]1[C:5]([F:17])=[C:6]([CH:13]=[CH:14][C:15]=1[F:16])[O:7][CH2:8][C:9]([OH:11])=[O:10])=[O:3], predict the reactants needed to synthesize it. The reactants are: [NH2:1][C:2]([C:4]1[C:5]([F:17])=[C:6]([CH:13]=[CH:14][C:15]=1[F:16])[O:7][CH2:8][C:9]([O:11]C)=[O:10])=[O:3].[OH-].[Na+]. (7) Given the product [CH3:12][O:11][C:5]1[C:6]2[CH:7]=[CH:8][O:9][C:10]=2[C:2]([CH:21]=[O:22])=[CH:3][CH:4]=1, predict the reactants needed to synthesize it. The reactants are: Br[C:2]1[C:10]2[O:9][CH:8]=[CH:7][C:6]=2[C:5]([O:11][CH3:12])=[CH:4][CH:3]=1.[Li]CCCC.CN([CH:21]=[O:22])C.